This data is from NCI-60 drug combinations with 297,098 pairs across 59 cell lines. The task is: Regression. Given two drug SMILES strings and cell line genomic features, predict the synergy score measuring deviation from expected non-interaction effect. (1) Drug 1: CCC1(CC2CC(C3=C(CCN(C2)C1)C4=CC=CC=C4N3)(C5=C(C=C6C(=C5)C78CCN9C7C(C=CC9)(C(C(C8N6C=O)(C(=O)OC)O)OC(=O)C)CC)OC)C(=O)OC)O.OS(=O)(=O)O. Drug 2: CNC(=O)C1=NC=CC(=C1)OC2=CC=C(C=C2)NC(=O)NC3=CC(=C(C=C3)Cl)C(F)(F)F. Cell line: SNB-19. Synergy scores: CSS=0.105, Synergy_ZIP=-1.46, Synergy_Bliss=-2.73, Synergy_Loewe=-4.59, Synergy_HSA=-3.90. (2) Drug 1: CC1=CC2C(CCC3(C2CCC3(C(=O)C)OC(=O)C)C)C4(C1=CC(=O)CC4)C. Drug 2: CC1=C2C(C(=O)C3(C(CC4C(C3C(C(C2(C)C)(CC1OC(=O)C(C(C5=CC=CC=C5)NC(=O)C6=CC=CC=C6)O)O)OC(=O)C7=CC=CC=C7)(CO4)OC(=O)C)O)C)OC(=O)C. Cell line: TK-10. Synergy scores: CSS=25.3, Synergy_ZIP=5.14, Synergy_Bliss=13.3, Synergy_Loewe=-11.5, Synergy_HSA=9.18. (3) Drug 1: CC1=CC2C(CCC3(C2CCC3(C(=O)C)OC(=O)C)C)C4(C1=CC(=O)CC4)C. Drug 2: C1=CC=C(C=C1)NC(=O)CCCCCCC(=O)NO. Cell line: SK-MEL-5. Synergy scores: CSS=25.0, Synergy_ZIP=-4.17, Synergy_Bliss=1.30, Synergy_Loewe=-29.5, Synergy_HSA=-7.22. (4) Drug 1: CN(CC1=CN=C2C(=N1)C(=NC(=N2)N)N)C3=CC=C(C=C3)C(=O)NC(CCC(=O)O)C(=O)O. Drug 2: C1CC(C1)(C(=O)O)C(=O)O.[NH2-].[NH2-].[Pt+2]. Cell line: OVCAR-8. Synergy scores: CSS=48.5, Synergy_ZIP=2.86, Synergy_Bliss=-0.872, Synergy_Loewe=-8.79, Synergy_HSA=-0.469.